This data is from Catalyst prediction with 721,799 reactions and 888 catalyst types from USPTO. The task is: Predict which catalyst facilitates the given reaction. (1) Reactant: [CH2:1]([Li])CCC.C(NC(C)C)(C)C.[CH:13]1([CH:18]([C:24]2[S:25][C:26]([Si:29]([CH3:32])([CH3:31])[CH3:30])=[CH:27][CH:28]=2)[C:19]([O:21][CH2:22][CH3:23])=[O:20])[CH2:17][CH2:16][CH2:15][CH2:14]1.IC. Product: [CH:13]1([C:18]([C:24]2[S:25][C:26]([Si:29]([CH3:30])([CH3:32])[CH3:31])=[CH:27][CH:28]=2)([CH3:1])[C:19]([O:21][CH2:22][CH3:23])=[O:20])[CH2:17][CH2:16][CH2:15][CH2:14]1. The catalyst class is: 7. (2) Reactant: [C:1](O[BH-](OC(=O)C)OC(=O)C)(=O)C.[Na+].C=O.[Cl:17][C:18]1[CH:48]=[C:47]([Cl:49])[CH:46]=[CH:45][C:19]=1[CH2:20][N:21]1[C:25]2[CH:26]=[C:27]([CH2:31][NH:32][C:33]3[CH:34]=[C:35]([CH:41]=[CH:42][CH:43]=3)[C:36]([O:38][CH2:39][CH3:40])=[O:37])[CH:28]=[C:29]([CH3:30])[C:24]=2[N:23]=[C:22]1[CH3:44]. Product: [Cl:17][C:18]1[CH:48]=[C:47]([Cl:49])[CH:46]=[CH:45][C:19]=1[CH2:20][N:21]1[C:25]2[CH:26]=[C:27]([CH2:31][N:32]([CH3:1])[C:33]3[CH:34]=[C:35]([CH:41]=[CH:42][CH:43]=3)[C:36]([O:38][CH2:39][CH3:40])=[O:37])[CH:28]=[C:29]([CH3:30])[C:24]=2[N:23]=[C:22]1[CH3:44]. The catalyst class is: 26. (3) Reactant: [H-].[Na+].[CH2:3]([C:7]1[CH:8]=[C:9]([NH:22][C:23]([C:25]2[C:26]([CH3:32])=[N:27][N:28]([CH3:31])[C:29]=2[CH3:30])=[O:24])[CH:10]=[CH:11][C:12]=1[CH:13]([C:18]([F:21])([F:20])[F:19])[C:14]([F:17])([F:16])[F:15])[CH:4]([CH3:6])[CH3:5].[C:33](Cl)(=[O:35])[CH3:34].Cl. Product: [C:33]([N:22]([C:9]1[CH:10]=[CH:11][C:12]([CH:13]([C:14]([F:17])([F:15])[F:16])[C:18]([F:19])([F:20])[F:21])=[C:7]([CH2:3][CH:4]([CH3:6])[CH3:5])[CH:8]=1)[C:23]([C:25]1[C:26]([CH3:32])=[N:27][N:28]([CH3:31])[C:29]=1[CH3:30])=[O:24])(=[O:35])[CH3:34]. The catalyst class is: 7. (4) Reactant: Cl.[NH:2]1[CH2:7][CH:6]=[C:5]([C:8]2[C:9]3[N:10]([N:14]=[C:15]([NH2:17])[N:16]=3)[CH:11]=[CH:12][CH:13]=2)[CH2:4][CH2:3]1.CCN(C(C)C)C(C)C.[F:27][C:28]([F:35])([F:34])[CH2:29][CH2:30][C:31](O)=[O:32].CN(C(ON1N=NC2C=CC=NC1=2)=[N+](C)C)C.F[P-](F)(F)(F)(F)F. Product: [NH2:17][C:15]1[N:16]=[C:9]2[C:8]([C:5]3[CH2:4][CH2:3][N:2]([C:31](=[O:32])[CH2:30][CH2:29][C:28]([F:35])([F:34])[F:27])[CH2:7][CH:6]=3)=[CH:13][CH:12]=[CH:11][N:10]2[N:14]=1. The catalyst class is: 9. (5) Reactant: [F:1][C:2]1[CH:39]=[C:38]([N+:40]([O-])=O)[CH:37]=[CH:36][C:3]=1[O:4][C:5]1[CH:10]=[CH:9][N:8]=[C:7]2[CH:11]=[C:12]([C:14]3[N:19]=[CH:18][C:17]([CH2:20][N:21]([CH2:29][CH2:30][O:31][CH2:32][CH2:33][O:34][CH3:35])[C:22](=[O:28])[O:23][C:24]([CH3:27])([CH3:26])[CH3:25])=[CH:16][CH:15]=3)[S:13][C:6]=12.[Cl-].[NH4+]. Product: [NH2:40][C:38]1[CH:37]=[CH:36][C:3]([O:4][C:5]2[CH:10]=[CH:9][N:8]=[C:7]3[CH:11]=[C:12]([C:14]4[N:19]=[CH:18][C:17]([CH2:20][N:21]([CH2:29][CH2:30][O:31][CH2:32][CH2:33][O:34][CH3:35])[C:22](=[O:28])[O:23][C:24]([CH3:27])([CH3:26])[CH3:25])=[CH:16][CH:15]=4)[S:13][C:6]=23)=[C:2]([F:1])[CH:39]=1. The catalyst class is: 406. (6) Reactant: Cl[C:2]1[C:3]2[C:18]([CH3:19])=[CH:17][S:16][C:4]=2[N:5]=[C:6]([C:8]2[CH:13]=[CH:12][CH:11]=[CH:10][C:9]=2[O:14][CH3:15])[N:7]=1.[N:20]1([C:26]([O:28][CH2:29][CH:30]([CH3:32])[CH3:31])=[O:27])[CH2:25][CH2:24][NH:23][CH2:22][CH2:21]1.CCN(CC)CC. Product: [CH3:15][O:14][C:9]1[CH:10]=[CH:11][CH:12]=[CH:13][C:8]=1[C:6]1[N:7]=[C:2]([N:23]2[CH2:22][CH2:21][N:20]([C:26]([O:28][CH2:29][CH:30]([CH3:32])[CH3:31])=[O:27])[CH2:25][CH2:24]2)[C:3]2[C:18]([CH3:19])=[CH:17][S:16][C:4]=2[N:5]=1. The catalyst class is: 85. (7) Product: [CH3:1][O:2][C:3]1[CH:31]=[C:30]([O:32][CH3:33])[CH:29]=[CH:28][C:4]=1[CH2:5][N:6]1[C:7](=[O:27])[C:8]2[CH:13]=[CH:12][N:11]=[CH:10][C:9]=2[N:14]=[C:15]1[CH2:16][O:17][C:18]1[CH:19]=[C:20]([CH:21]=[CH:22][CH:23]=1)[CH:24]=[O:25]. The catalyst class is: 38. Reactant: [CH3:1][O:2][C:3]1[CH:31]=[C:30]([O:32][CH3:33])[CH:29]=[CH:28][C:4]=1[CH2:5][NH:6][C:7](=[O:27])[C:8]1[CH:13]=[CH:12][N:11]=[CH:10][C:9]=1[NH:14][C:15](=O)[CH2:16][O:17][C:18]1[CH:23]=[CH:22][CH:21]=[C:20]([CH:24]=[O:25])[CH:19]=1.C(=O)([O-])[O-].[Cs+].[Cs+].